From a dataset of Catalyst prediction with 721,799 reactions and 888 catalyst types from USPTO. Predict which catalyst facilitates the given reaction. (1) Reactant: [Cl:1][C:2]1[CH:3]=[C:4]([N:8]2[C:12]([C:13]3[CH:18]=[CH:17][C:16]([F:19])=[C:15]([C:20]([F:23])([F:22])[F:21])[CH:14]=3)=[CH:11][C:10]([C:24]([O:26]CC)=[O:25])=[N:9]2)[CH:5]=[CH:6][CH:7]=1.[OH-].[Li+]. Product: [Cl:1][C:2]1[CH:3]=[C:4]([N:8]2[C:12]([C:13]3[CH:18]=[CH:17][C:16]([F:19])=[C:15]([C:20]([F:22])([F:23])[F:21])[CH:14]=3)=[CH:11][C:10]([C:24]([OH:26])=[O:25])=[N:9]2)[CH:5]=[CH:6][CH:7]=1. The catalyst class is: 38. (2) Reactant: [Cl:1][C:2]1[C:7]([NH2:8])=[C:6]([Cl:9])[N:5]=[CH:4][N:3]=1.O1CCCC1.[C:15]1([CH2:21][CH2:22][C:23](Cl)=[O:24])[CH:20]=[CH:19][CH:18]=[CH:17][CH:16]=1.ClCCl. Product: [Cl:1][C:2]1[C:7]([NH:8][C:23](=[O:24])[CH2:22][CH2:21][C:15]2[CH:20]=[CH:19][CH:18]=[CH:17][CH:16]=2)=[C:6]([Cl:9])[N:5]=[CH:4][N:3]=1. The catalyst class is: 5.